This data is from Catalyst prediction with 721,799 reactions and 888 catalyst types from USPTO. The task is: Predict which catalyst facilitates the given reaction. Reactant: [CH3:1][O:2][C:3](=[O:12])[CH2:4][CH2:5][CH2:6][CH2:7][CH2:8][CH2:9][CH2:10]O.C(Br)(Br)(Br)[Br:14].C1C=CC(P(C2C=CC=CC=2)C2C=CC=CC=2)=CC=1. Product: [CH3:1][O:2][C:3](=[O:12])[CH2:4][CH2:5][CH2:6][CH2:7][CH2:8][CH2:9][CH2:10][Br:14]. The catalyst class is: 2.